Task: Predict the reaction yield, written as a fraction of the theoretical maximum amount of product (1.0 means a 100% yield; for example, 0.34 means a 34% yield).. Dataset: Reaction yield outcomes from USPTO patents with 853,638 reactions (1) The reactants are C([O:8][C:9]1[CH:13]=[C:12](/[CH:14]=[CH:15]/[C:16]([O:18][CH2:19][CH3:20])=[O:17])[N:11]([CH3:21])[N:10]=1)C1C=CC=CC=1. The catalyst is [C].[Pd].CO. The product is [OH:8][C:9]1[CH:13]=[C:12]([CH2:14][CH2:15][C:16]([O:18][CH2:19][CH3:20])=[O:17])[N:11]([CH3:21])[N:10]=1. The yield is 0.870. (2) The reactants are [F:1][C:2]1[C:7]([F:8])=[CH:6][C:5]([F:9])=[C:4]([F:10])[C:3]=1[CH2:11][C@H:12](O)[CH3:13].CCN(CC)CC.[CH3:22][S:23](Cl)(=[O:25])=[O:24].C([O-])(O)=O.[Na+]. The catalyst is C(Cl)Cl. The product is [F:9][C:5]1[CH:6]=[C:7]([F:8])[C:2]([F:1])=[C:3]([CH2:11][C@H:12]([S:23]([CH3:22])(=[O:25])=[O:24])[CH3:13])[C:4]=1[F:10]. The yield is 0.990.